This data is from Peptide-MHC class II binding affinity with 134,281 pairs from IEDB. The task is: Regression. Given a peptide amino acid sequence and an MHC pseudo amino acid sequence, predict their binding affinity value. This is MHC class II binding data. (1) The peptide sequence is TVWAQSAAFPAFKPE. The MHC is DRB1_0401 with pseudo-sequence DRB1_0401. The binding affinity (normalized) is 0.977. (2) The peptide sequence is VNWEVIIMDEAHFLD. The MHC is DRB1_1101 with pseudo-sequence DRB1_1101. The binding affinity (normalized) is 0.413. (3) The binding affinity (normalized) is 0.173. The peptide sequence is KVSDDITYVATATLP. The MHC is DRB1_1201 with pseudo-sequence DRB1_1201. (4) The peptide sequence is TKEFTRPLISGLFPQ. The MHC is DRB1_0101 with pseudo-sequence DRB1_0101. The binding affinity (normalized) is 0.722.